This data is from Forward reaction prediction with 1.9M reactions from USPTO patents (1976-2016). The task is: Predict the product of the given reaction. Given the reactants Cl[C:2]1[N:7]=[C:6]([Cl:8])[CH:5]=[C:4]([C:9]2[O:10][C:11]([CH3:14])=[CH:12][CH:13]=2)[N:3]=1.[CH3:15][NH2:16].CCO, predict the reaction product. The product is: [Cl:8][C:6]1[CH:5]=[C:4]([C:9]2[O:10][C:11]([CH3:14])=[CH:12][CH:13]=2)[N:3]=[C:2]([NH:16][CH3:15])[N:7]=1.